Dataset: Catalyst prediction with 721,799 reactions and 888 catalyst types from USPTO. Task: Predict which catalyst facilitates the given reaction. (1) Reactant: [F:1][C:2]1[CH:10]=[C:9]2[C:5]([C:6]([CH2:11][C:12]#[N:13])=[CH:7][NH:8]2)=[CH:4][CH:3]=1.[OH-].[Na+]. Product: [F:1][C:2]1[CH:10]=[C:9]2[C:5](=[CH:4][CH:3]=1)[C:6]([CH2:11][CH2:12][NH2:13])=[CH:7][NH:8]2. The catalyst class is: 1. (2) Reactant: [C:1]1([CH:7]=[CH:8][C:9]2[CH:10]=[C:11]([OH:19])[C:12]([CH2:16][CH2:17][CH3:18])=[C:13]([OH:15])[CH:14]=2)[CH:6]=[CH:5][CH:4]=[CH:3][CH:2]=1.C(N([CH2:25][CH3:26])CC)C.[C:27](Cl)(=[O:29])[CH3:28].[OH2:31]. Product: [C:27]([O:19][C:11]1[CH:10]=[C:9]([CH:8]=[CH:7][C:1]2[CH:2]=[CH:3][CH:4]=[CH:5][CH:6]=2)[CH:14]=[C:13]([O:15][C:25](=[O:31])[CH3:26])[C:12]=1[CH2:16][CH2:17][CH3:18])(=[O:29])[CH3:28]. The catalyst class is: 4. (3) Reactant: [Cl:1][C:2]1[CH:7]=[CH:6][C:5]([C@H:8]([NH:10][C:11]2[C:12]3[CH2:20][NH:19][CH2:18][CH2:17][C:13]=3[N:14]=[CH:15][N:16]=2)[CH3:9])=[CH:4][CH:3]=1.Br[C:22]1[CH:27]=[CH:26][C:25]([Cl:28])=[CH:24][N:23]=1.CC1(C)C2C(=C(P(C3C=CC=CC=3)C3C=CC=CC=3)C=CC=2)OC2C(P(C3C=CC=CC=3)C3C=CC=CC=3)=CC=CC1=2.CC(C)([O-])C.[Na+]. Product: [Cl:1][C:2]1[CH:7]=[CH:6][C:5]([C@H:8]([NH:10][C:11]2[C:12]3[CH2:20][N:19]([C:22]4[CH:27]=[CH:26][C:25]([Cl:28])=[CH:24][N:23]=4)[CH2:18][CH2:17][C:13]=3[N:14]=[CH:15][N:16]=2)[CH3:9])=[CH:4][CH:3]=1. The catalyst class is: 187. (4) Reactant: [Br:1][C:2]1[CH:7]=[C:6]([N+:8]([O-])=O)[CH:5]=[CH:4][C:3]=1[CH3:11].C(O)C.O.O.[Sn](Cl)Cl.C(=O)([O-])[O-].[K+].[K+]. The catalyst class is: 413. Product: [Br:1][C:2]1[CH:7]=[C:6]([CH:5]=[CH:4][C:3]=1[CH3:11])[NH2:8]. (5) Reactant: C(OC([NH:8][C:9]1[CH2:10][C:11]([C:33](=[O:49])[N:34]([CH2:38][CH2:39][CH2:40][O:41][Si](C(C)(C)C)(C)C)[CH2:35][CH2:36][CH3:37])=[CH:12][C:13]2[CH:19]=[CH:18][C:17]([C:20]3[CH:25]=[CH:24][C:23]([CH2:26][C:27]([O:29][CH2:30][CH2:31][CH3:32])=[O:28])=[CH:22][CH:21]=3)=[CH:16][C:14]=2[N:15]=1)=O)(C)(C)C. Product: [NH2:8][C:9]1[CH2:10][C:11]([C:33](=[O:49])[N:34]([CH2:38][CH2:39][CH2:40][OH:41])[CH2:35][CH2:36][CH3:37])=[CH:12][C:13]2[CH:19]=[CH:18][C:17]([C:20]3[CH:21]=[CH:22][C:23]([CH2:26][C:27]([O:29][CH2:30][CH2:31][CH3:32])=[O:28])=[CH:24][CH:25]=3)=[CH:16][C:14]=2[N:15]=1. The catalyst class is: 620. (6) The catalyst class is: 149. Product: [Cl:1][C:2]1[N:7]=[CH:6][C:5]([C:8](=[O:15])[CH:9]([CH2:24][C:23]2[CH:22]=[CH:21][C:20]([C:19]([F:18])([F:28])[F:29])=[CH:27][CH:26]=2)[C:10]([O:12][CH2:13][CH3:14])=[O:11])=[CH:4][CH:3]=1. Reactant: [Cl:1][C:2]1[N:7]=[CH:6][C:5]([C:8](=[O:15])[CH2:9][C:10]([O:12][CH2:13][CH3:14])=[O:11])=[CH:4][CH:3]=1.[H-].[Na+].[F:18][C:19]([F:29])([F:28])[C:20]1[CH:27]=[CH:26][C:23]([CH2:24]Br)=[CH:22][CH:21]=1.C(=O)([O-])O.[Na+]. (7) Reactant: [CH:1]([NH:4][C:5]([C:7]1[C:15]2[C:10](=[N:11][CH:12]=[C:13]([C:16]3[C:24]4[CH2:23][C:22]([CH3:26])([CH3:25])[CH2:21][CH2:20][C:19]=4[N:18]([CH3:27])[N:17]=3)[N:14]=2)[N:9](COCC[Si](C)(C)C)[CH:8]=1)=[O:6])([CH3:3])[CH3:2].C(O)(C(F)(F)F)=O. Product: [CH:1]([NH:4][C:5]([C:7]1[C:15]2[C:10](=[N:11][CH:12]=[C:13]([C:16]3[C:24]4[CH2:23][C:22]([CH3:25])([CH3:26])[CH2:21][CH2:20][C:19]=4[N:18]([CH3:27])[N:17]=3)[N:14]=2)[NH:9][CH:8]=1)=[O:6])([CH3:3])[CH3:2]. The catalyst class is: 4. (8) Reactant: [ClH:1].[CH3:2][N:3]1[CH:7]=[CH:6][N:5]=[C:4]1[CH2:8][CH2:9][C:10]([N:12]1[CH2:17][CH2:16][CH:15]([NH:18][C:19](=[O:21])[CH3:20])[CH2:14][CH2:13]1)=[O:11]. Product: [ClH:1].[CH3:2][N:3]1[CH:7]=[CH:6][N:5]=[C:4]1[CH2:8][CH2:9][C:10]([N:12]1[CH2:13][CH2:14][CH:15]([NH:18][C:19](=[O:21])[CH3:20])[CH2:16][CH2:17]1)=[O:11]. The catalyst class is: 27.